This data is from Catalyst prediction with 721,799 reactions and 888 catalyst types from USPTO. The task is: Predict which catalyst facilitates the given reaction. (1) Reactant: [I-].C(OC([N:9]1[CH2:14][CH2:13][N:12]([C:15]2[CH:16]=[C:17]3[C:26](=[CH:27][CH:28]=2)[N:25]=[C:24]2[C:19]([CH:20]=[C:21]([N:30]([CH2:33][CH3:34])[CH2:31][CH3:32])[CH:22]=[C:23]2[Cl:29])=[S+:18]3)[CH2:11][CH2:10]1)=O)(C)(C)C.[F:35][C:36]([F:41])([F:40])[C:37]([OH:39])=[O:38]. Product: [F:35][C:36]([F:41])([F:40])[C:37]([O-:39])=[O:38].[Cl:29][C:23]1[C:24]2[C:19](=[S+:18][C:17]3[C:26]([N:25]=2)=[CH:27][CH:28]=[C:15]([N:12]2[CH2:13][CH2:14][NH:9][CH2:10][CH2:11]2)[CH:16]=3)[CH:20]=[C:21]([N:30]([CH2:33][CH3:34])[CH2:31][CH3:32])[CH:22]=1. The catalyst class is: 2. (2) Reactant: C([N:8](CC1C=CC=CC=1)[CH2:9][C:10]1([F:17])[CH2:16][O:15][CH2:14][CH2:13][O:12][CH2:11]1)C1C=CC=CC=1.[H][H]. Product: [F:17][C:10]1([CH2:9][NH2:8])[CH2:16][O:15][CH2:14][CH2:13][O:12][CH2:11]1. The catalyst class is: 94. (3) Reactant: [CH3:1][N:2]([CH3:20])[C:3]1[CH:4]=[CH:5][C:6]2[C:15]([CH:16]=1)=[N:14][C:13]1[C:8](=[CH:9][CH:10]=[C:11]([N:17]([CH3:19])[CH3:18])[CH:12]=1)[CH:7]=2.[OH:21][CH2:22][CH2:23][CH2:24][CH2:25][CH2:26][CH2:27][CH2:28][CH2:29][CH2:30][CH2:31][Br:32]. Product: [Br-:32].[OH:21][CH2:22][CH2:23][CH2:24][CH2:25][CH2:26][CH2:27][CH2:28][CH2:29][CH2:30][CH2:31][N:14]1[C:13]2[C:8](=[CH:9][CH:10]=[C:11]([N:17]([CH3:19])[CH3:18])[CH:12]=2)[CH2:7][C:6]2[CH:5]=[CH:4][C:3]([N:2]([CH3:20])[CH3:1])=[CH:16][C:15]1=2. The catalyst class is: 3. (4) Reactant: [F:1][C:2]([F:21])([F:20])[C:3]1[CH:4]=[C:5]([C:13]2[CH:18]=[CH:17][N:16]=[C:15](Cl)[N:14]=2)[CH:6]=[C:7]([C:9]([F:12])([F:11])[F:10])[CH:8]=1.[C:22]([O:26][C:27]([N:29]1[CH2:34][CH:33]=[C:32](B2OC(C)(C)C(C)(C)O2)[CH2:31][CH2:30]1)=[O:28])([CH3:25])([CH3:24])[CH3:23].C([O-])([O-])=O.[Na+].[Na+]. Product: [C:22]([O:26][C:27]([N:29]1[CH2:30][CH:31]=[C:32]([C:15]2[N:14]=[C:13]([C:5]3[CH:4]=[C:3]([C:2]([F:21])([F:20])[F:1])[CH:8]=[C:7]([C:9]([F:12])([F:11])[F:10])[CH:6]=3)[CH:18]=[CH:17][N:16]=2)[CH2:33][CH2:34]1)=[O:28])([CH3:25])([CH3:23])[CH3:24]. The catalyst class is: 104. (5) Reactant: C1C=CC(P([N:15]=[N+:16]=[N-:17])(C2C=CC=CC=2)=O)=CC=1.C1COCC1.CN(C=O)C.[CH3:28][O:29][C:30]([C:32]1[CH:33]=[N:34][CH:35]=[C:36]([CH:40]=1)[C:37]([O-])=[O:38])=[O:31].[K+].C(N(CC)CC)C. Product: [N:15]([C:37]([C:36]1[CH:35]=[N:34][CH:33]=[C:32]([CH:40]=1)[C:30]([O:29][CH3:28])=[O:31])=[O:38])=[N+:16]=[N-:17]. The catalyst class is: 13. (6) Reactant: [C:1]([O:5][C:6]([NH:8][C@@:9]1([C:22](C)(C)[O:23][SiH2]C(C)(C)C)[C:16](=[O:17])[N:15]2[C@@H:11]([S:12][CH2:13][C@H:14]2[C:18]([O:20][CH3:21])=[O:19])[CH2:10]1)=[O:7])([CH3:4])([CH3:3])[CH3:2].[F-].C([N+](CCCC)(CCCC)CCCC)CCC. Product: [C:1]([O:5][C:6]([NH:8][C@@:9]1([CH2:22][OH:23])[C:16](=[O:17])[N:15]2[C@@H:11]([S:12][CH2:13][C@H:14]2[C:18]([O:20][CH3:21])=[O:19])[CH2:10]1)=[O:7])([CH3:4])([CH3:3])[CH3:2]. The catalyst class is: 1.